From a dataset of Reaction yield outcomes from USPTO patents with 853,638 reactions. Predict the reaction yield, written as a fraction of the theoretical maximum amount of product (1.0 means a 100% yield; for example, 0.34 means a 34% yield). (1) The reactants are CCCC[N+](CCCC)(CCCC)CCCC.[F-].C([Si](C)(C)[O:24][C:25]1[CH:26]=[CH:27][C:28]2[O:33][CH2:32][CH2:31][N:30]([C:34]3[CH:35]=[N:36][C:37]([O:42][CH3:43])=[C:38]([CH:41]=3)[C:39]#[N:40])[C:29]=2[CH:44]=1)(C)(C)C. The product is [OH:24][C:25]1[CH:26]=[CH:27][C:28]2[O:33][CH2:32][CH2:31][N:30]([C:34]3[CH:35]=[N:36][C:37]([O:42][CH3:43])=[C:38]([CH:41]=3)[C:39]#[N:40])[C:29]=2[CH:44]=1. The catalyst is C1COCC1.CCOC(C)=O.C(Cl)Cl.CO. The yield is 0.930. (2) The reactants are [CH3:1][O:2][C:3]1[CH:4]=[C:5]2[C:10](=[CH:11][C:12]=1[O:13][CH2:14][CH2:15][N:16]1[CH2:21][CH2:20][O:19][CH2:18][CH2:17]1)[N:9]=[CH:8][N:7]=[C:6]2[O:22][C:23]1[CH:24]=[C:25]([CH:27]=[CH:28][CH:29]=1)[NH2:26].[F:30][C:31]([C:34]1[CH:38]=[C:37]([NH:39][C:40](=O)[O:41]C2C=CC=CC=2)[O:36][N:35]=1)([CH3:33])[CH3:32]. The catalyst is CN(C)C1C=CN=CC=1. The product is [F:30][C:31]([C:34]1[CH:38]=[C:37]([NH:39][C:40]([NH:26][C:25]2[CH:27]=[CH:28][CH:29]=[C:23]([O:22][C:6]3[C:5]4[C:10](=[CH:11][C:12]([O:13][CH2:14][CH2:15][N:16]5[CH2:21][CH2:20][O:19][CH2:18][CH2:17]5)=[C:3]([O:2][CH3:1])[CH:4]=4)[N:9]=[CH:8][N:7]=3)[CH:24]=2)=[O:41])[O:36][N:35]=1)([CH3:32])[CH3:33]. The yield is 0.490.